Predict the reaction yield, written as a fraction of the theoretical maximum amount of product (1.0 means a 100% yield; for example, 0.34 means a 34% yield). From a dataset of Reaction yield outcomes from USPTO patents with 853,638 reactions. The reactants are [H-].[Na+].[Br:3][C:4]1[CH:5]=[C:6]([C:12]2[N:16]=[C:15]([C:17]([O:19][CH2:20][CH3:21])=[O:18])[O:14][N:13]=2)[CH:7]=[C:8]([Br:11])[C:9]=1[OH:10].[CH3:22][O:23][C:24]1[CH:31]=[CH:30][C:27]([CH2:28]Cl)=[CH:26][CH:25]=1.O. The catalyst is CN(C)C=O. The product is [Br:3][C:4]1[CH:5]=[C:6]([C:12]2[N:16]=[C:15]([C:17]([O:19][CH2:20][CH3:21])=[O:18])[O:14][N:13]=2)[CH:7]=[C:8]([Br:11])[C:9]=1[O:10][CH2:28][C:27]1[CH:30]=[CH:31][C:24]([O:23][CH3:22])=[CH:25][CH:26]=1. The yield is 0.650.